From a dataset of NCI-60 drug combinations with 297,098 pairs across 59 cell lines. Regression. Given two drug SMILES strings and cell line genomic features, predict the synergy score measuring deviation from expected non-interaction effect. (1) Drug 1: CN(C)C1=NC(=NC(=N1)N(C)C)N(C)C. Drug 2: C1=NC2=C(N1)C(=S)N=C(N2)N. Cell line: EKVX. Synergy scores: CSS=32.7, Synergy_ZIP=-10.0, Synergy_Bliss=1.41, Synergy_Loewe=-26.9, Synergy_HSA=0.590. (2) Drug 1: C1=CC(=CC=C1CCCC(=O)O)N(CCCl)CCCl. Drug 2: C1=CN(C=N1)CC(O)(P(=O)(O)O)P(=O)(O)O. Cell line: RXF 393. Synergy scores: CSS=4.36, Synergy_ZIP=-7.74, Synergy_Bliss=-11.4, Synergy_Loewe=-9.43, Synergy_HSA=-8.24. (3) Drug 1: CC12CCC3C(C1CCC2=O)CC(=C)C4=CC(=O)C=CC34C. Drug 2: CC1CCCC2(C(O2)CC(NC(=O)CC(C(C(=O)C(C1O)C)(C)C)O)C(=CC3=CSC(=N3)C)C)C. Cell line: ACHN. Synergy scores: CSS=28.8, Synergy_ZIP=0.487, Synergy_Bliss=1.69, Synergy_Loewe=0.552, Synergy_HSA=-0.158. (4) Drug 1: CCCS(=O)(=O)NC1=C(C(=C(C=C1)F)C(=O)C2=CNC3=C2C=C(C=N3)C4=CC=C(C=C4)Cl)F. Drug 2: C1CN1P(=S)(N2CC2)N3CC3. Cell line: OVCAR3. Synergy scores: CSS=-6.25, Synergy_ZIP=-0.682, Synergy_Bliss=-7.38, Synergy_Loewe=-9.31, Synergy_HSA=-9.19. (5) Drug 1: C1CC(C1)(C(=O)O)C(=O)O.[NH2-].[NH2-].[Pt+2]. Drug 2: C(CN)CNCCSP(=O)(O)O. Cell line: IGROV1. Synergy scores: CSS=13.2, Synergy_ZIP=-5.62, Synergy_Bliss=-0.523, Synergy_Loewe=-16.4, Synergy_HSA=-1.35. (6) Drug 1: CC1OCC2C(O1)C(C(C(O2)OC3C4COC(=O)C4C(C5=CC6=C(C=C35)OCO6)C7=CC(=C(C(=C7)OC)O)OC)O)O. Drug 2: CC(C)(C#N)C1=CC(=CC(=C1)CN2C=NC=N2)C(C)(C)C#N. Cell line: T-47D. Synergy scores: CSS=34.3, Synergy_ZIP=-9.47, Synergy_Bliss=-0.117, Synergy_Loewe=-0.516, Synergy_HSA=0.684. (7) Drug 1: CC1=CC=C(C=C1)C2=CC(=NN2C3=CC=C(C=C3)S(=O)(=O)N)C(F)(F)F. Drug 2: C(CN)CNCCSP(=O)(O)O. Cell line: OVCAR-4. Synergy scores: CSS=0.348, Synergy_ZIP=-0.258, Synergy_Bliss=-0.567, Synergy_Loewe=-3.92, Synergy_HSA=-2.34. (8) Drug 1: C1=CC=C(C(=C1)C(C2=CC=C(C=C2)Cl)C(Cl)Cl)Cl. Drug 2: COCCOC1=C(C=C2C(=C1)C(=NC=N2)NC3=CC=CC(=C3)C#C)OCCOC.Cl. Cell line: MDA-MB-435. Synergy scores: CSS=-4.01, Synergy_ZIP=3.20, Synergy_Bliss=3.86, Synergy_Loewe=-2.04, Synergy_HSA=-1.55. (9) Drug 1: C1=C(C(=O)NC(=O)N1)F. Drug 2: CCCCC(=O)OCC(=O)C1(CC(C2=C(C1)C(=C3C(=C2O)C(=O)C4=C(C3=O)C=CC=C4OC)O)OC5CC(C(C(O5)C)O)NC(=O)C(F)(F)F)O. Cell line: MDA-MB-231. Synergy scores: CSS=13.1, Synergy_ZIP=-2.65, Synergy_Bliss=-1.14, Synergy_Loewe=-0.355, Synergy_HSA=-0.269. (10) Drug 1: CCC1(CC2CC(C3=C(CCN(C2)C1)C4=CC=CC=C4N3)(C5=C(C=C6C(=C5)C78CCN9C7C(C=CC9)(C(C(C8N6C)(C(=O)OC)O)OC(=O)C)CC)OC)C(=O)OC)O.OS(=O)(=O)O. Drug 2: CCC1(C2=C(COC1=O)C(=O)N3CC4=CC5=C(C=CC(=C5CN(C)C)O)N=C4C3=C2)O.Cl. Cell line: OVCAR-8. Synergy scores: CSS=19.4, Synergy_ZIP=1.01, Synergy_Bliss=2.04, Synergy_Loewe=-12.2, Synergy_HSA=-0.608.